From a dataset of Full USPTO retrosynthesis dataset with 1.9M reactions from patents (1976-2016). Predict the reactants needed to synthesize the given product. (1) The reactants are: COC1C=C(C=CC=1C[N:25]([C:36]1[CH:37]=[C:38]2[C:43](=[CH:44][CH:45]=1)[C:42]([CH2:46][C:47]1[CH:48]=[N:49][CH:50]=[CH:51][CH:52]=1)=[N:41][NH:40][C:39]2=[O:53])[C:26]([NH:28][C:29]1[CH:34]=[CH:33][C:32]([CH3:35])=[CH:31][CH:30]=1)=[O:27])OCCCC(NCC1C=CC(C)=CC=1)=O.C(O)(C(F)(F)F)=O. Given the product [O:53]=[C:39]1[C:38]2[C:43](=[CH:44][CH:45]=[C:36]([NH:25][C:26]([NH:28][C:29]3[CH:30]=[CH:31][C:32]([CH3:35])=[CH:33][CH:34]=3)=[O:27])[CH:37]=2)[C:42]([CH2:46][C:47]2[CH:48]=[N:49][CH:50]=[CH:51][CH:52]=2)=[N:41][NH:40]1, predict the reactants needed to synthesize it. (2) The reactants are: O[C@@:2]([C:11]1[CH:12]=[C:13]2[C:18](=[CH:19][CH:20]=1)[CH:17]=[C:16]([C:21]([NH:23][CH3:24])=[O:22])[CH:15]=[CH:14]2)([C:6]1[N:7]=[CH:8][NH:9][CH:10]=1)[CH2:3][CH2:4]O.C(N(C(C)C)C(C)C)C.CS(Cl)(=O)=[O:36].C(=O)([O-])[O-].[Na+].[Na+]. Given the product [OH:36][C:10]1[N:9]=[CH:8][N:7]2[CH2:4][CH2:3][C@@H:2]([C:11]3[CH:12]=[C:13]4[C:18](=[CH:19][CH:20]=3)[CH:17]=[C:16]([C:21]([NH:23][CH3:24])=[O:22])[CH:15]=[CH:14]4)[C:6]=12, predict the reactants needed to synthesize it. (3) Given the product [CH:1]1([N:7]2[CH2:8][CH2:9][CH:10]([O:13][C:14]3[N:15]=[CH:16][C:17]([C:20]4[CH:25]=[CH:24][C:23]([C:26]#[N:27])=[CH:22][CH:21]=4)=[CH:18][N:19]=3)[CH2:11][CH2:12]2)[CH2:5][CH2:4][CH2:3][CH2:2]1, predict the reactants needed to synthesize it. The reactants are: [C:1]1(=O)[CH2:5][CH2:4][CH2:3][CH2:2]1.[NH:7]1[CH2:12][CH2:11][CH:10]([O:13][C:14]2[N:19]=[CH:18][C:17]([C:20]3[CH:25]=[CH:24][C:23]([C:26]#[N:27])=[CH:22][CH:21]=3)=[CH:16][N:15]=2)[CH2:9][CH2:8]1. (4) Given the product [CH3:32][C:33]([CH3:37])([CH3:36])[CH:34]([OH:35])[CH2:16][C:17]1[O:18][C:19]([C:22]2[CH:23]=[CH:24][C:25]([C:28]([F:31])([F:29])[F:30])=[CH:26][CH:27]=2)=[N:20][N:21]=1, predict the reactants needed to synthesize it. The reactants are: C([Li])CCC.CC1(C)CCCC(C)(C)N1.[CH3:16][C:17]1[O:18][C:19]([C:22]2[CH:27]=[CH:26][C:25]([C:28]([F:31])([F:30])[F:29])=[CH:24][CH:23]=2)=[N:20][N:21]=1.[CH3:32][C:33]([CH3:37])([CH3:36])[CH:34]=[O:35]. (5) Given the product [CH3:22][C@H:11]1[CH2:10][N:9]([CH2:8][C:5]2[CH:6]=[CH:7][C:2]([NH:1][CH3:24])=[CH:3][C:4]=2[CH3:23])[CH2:14][CH2:13][N:12]1[C:15]([O:17][C:18]([CH3:19])([CH3:21])[CH3:20])=[O:16], predict the reactants needed to synthesize it. The reactants are: [NH2:1][C:2]1[CH:7]=[CH:6][C:5]([CH2:8][N:9]2[CH2:14][CH2:13][N:12]([C:15]([O:17][C:18]([CH3:21])([CH3:20])[CH3:19])=[O:16])[C@@H:11]([CH3:22])[CH2:10]2)=[C:4]([CH3:23])[CH:3]=1.[CH3:24][C@H]1CN(CC2C=CC(NC)=CC=2)CCN1C(OC(C)(C)C)=O.[BH4-].[Na+]. (6) The reactants are: [CH3:1][C:2]1[CH2:7][CH2:6][CH:5]([C:8]([CH3:10])=[CH2:9])[CH2:4][CH:3]=1.[CH3:11][C:12]1[CH2:17][CH2:16][C:15]([OH:21])([CH:18]([CH3:20])[CH3:19])[CH2:14][CH:13]=1. Given the product [CH3:1][C:2]1[CH2:7][CH2:6][CH:5]([C:8]([CH3:10])=[CH2:9])[CH2:4][CH:3]=1.[CH3:11][C:12]1[CH2:17][CH2:16][C@@H:15]([C:18]([CH3:20])=[CH2:19])[CH2:14][CH:13]=1.[CH3:1][C:2]1[CH2:7][CH2:6][C:5]([OH:21])([CH:8]([CH3:10])[CH3:9])[CH2:4][CH:3]=1, predict the reactants needed to synthesize it. (7) Given the product [Cl:1][C:2]1[CH:3]=[C:4]([NH:9][C:10]2[C:19]3[C:14](=[CH:15][C:16]([O:23][CH2:24][CH3:25])=[C:17]([NH2:20])[CH:18]=3)[N:13]=[CH:12][N:11]=2)[CH:5]=[CH:6][C:7]=1[F:8], predict the reactants needed to synthesize it. The reactants are: [Cl:1][C:2]1[CH:3]=[C:4]([NH:9][C:10]2[C:19]3[C:14](=[CH:15][C:16]([O:23][CH2:24][CH3:25])=[C:17]([N+:20]([O-])=O)[CH:18]=3)[N:13]=[CH:12][N:11]=2)[CH:5]=[CH:6][C:7]=1[F:8].Cl.[OH-].[Na+]. (8) Given the product [Cl:12][C:13]1[CH:18]=[CH:17][CH:16]=[C:15]([Cl:19])[C:14]=1[N:20]1[CH:31]=[CH:30][C:23]2[N:24]=[C:25]([NH:52][C:51]3[CH:53]=[CH:54][CH:55]=[C:49]([N:46]4[CH2:45][CH2:44][N:43]([CH3:42])[CH2:48][CH2:47]4)[CH:50]=3)[N:26]=[CH:27][C:22]=2[C:21]1=[O:32], predict the reactants needed to synthesize it. The reactants are: C1C=C(Cl)C=C(C(OO)=O)C=1.[Cl:12][C:13]1[CH:18]=[CH:17][CH:16]=[C:15]([Cl:19])[C:14]=1[N:20]1[CH:31]=[CH:30][C:23]2[N:24]=[C:25](SC)[N:26]=[CH:27][C:22]=2[C:21]1=[O:32].CCN(C(C)C)C(C)C.[CH3:42][N:43]1[CH2:48][CH2:47][N:46]([C:49]2[CH:50]=[C:51]([CH:53]=[CH:54][CH:55]=2)[NH2:52])[CH2:45][CH2:44]1. (9) Given the product [CH2:6]([C@H:13]1[CH2:17][O:16][C:15](=[O:18])[N:14]1[C:26](=[O:27])[CH2:25][O:24][C:23]1[CH:29]=[CH:30][C:20]([CH3:19])=[CH:21][CH:22]=1)[C:7]1[CH:8]=[CH:9][CH:10]=[CH:11][CH:12]=1, predict the reactants needed to synthesize it. The reactants are: C([Li])CCC.[CH2:6]([C@H:13]1[CH2:17][O:16][C:15](=[O:18])[NH:14]1)[C:7]1[CH:12]=[CH:11][CH:10]=[CH:9][CH:8]=1.[CH3:19][C:20]1[CH:30]=[CH:29][C:23]([O:24][CH2:25][C:26](Cl)=[O:27])=[CH:22][CH:21]=1. (10) Given the product [Cl:17][C:14]1[S:13][C:12]([NH:11][C:9](=[O:10])/[C:8](/[C:5]2[CH:6]=[N:7][C:2]([NH:1][S:31]([CH3:30])(=[O:33])=[O:32])=[CH:3][CH:4]=2)=[CH:18]/[CH:19]2[CH2:23][CH2:22][CH2:21][CH2:20]2)=[N:16][CH:15]=1, predict the reactants needed to synthesize it. The reactants are: [NH2:1][C:2]1[N:7]=[CH:6][C:5](/[C:8](=[CH:18]\[CH:19]2[CH2:23][CH2:22][CH2:21][CH2:20]2)/[C:9]([NH:11][C:12]2[S:13][C:14]([Cl:17])=[CH:15][N:16]=2)=[O:10])=[CH:4][CH:3]=1.N1C=CC=CC=1.[CH3:30][S:31](Cl)(=[O:33])=[O:32].